Dataset: Catalyst prediction with 721,799 reactions and 888 catalyst types from USPTO. Task: Predict which catalyst facilitates the given reaction. Reactant: [CH3:1][N:2]1[C:10]2[C:5](=[CH:6][CH:7]=[CH:8][CH:9]=2)[C:4]([CH3:12])([CH3:11])[C:3]1=[CH2:13].[CH2:14]([O:18][C:19]1[C:20](=O)[C:21](=[O:28])[C:22]=1[O:23]CCCC)[CH2:15][CH2:16][CH3:17]. Product: [CH2:14]([O:18][C:19]1[C:22](=[O:23])[C:21](=[O:28])[C:20]=1[CH:13]=[C:3]1[C:4]([CH3:11])([CH3:12])[C:5]2[C:10](=[CH:9][CH:8]=[CH:7][CH:6]=2)[N:2]1[CH3:1])[CH2:15][CH2:16][CH3:17]. The catalyst class is: 8.